The task is: Regression. Given a peptide amino acid sequence and an MHC pseudo amino acid sequence, predict their binding affinity value. This is MHC class I binding data.. This data is from Peptide-MHC class I binding affinity with 185,985 pairs from IEDB/IMGT. (1) The peptide sequence is LAAPPPQRA. The MHC is HLA-A02:03 with pseudo-sequence HLA-A02:03. The binding affinity (normalized) is 0.389. (2) The peptide sequence is LEKARGSTY. The MHC is HLA-B18:01 with pseudo-sequence HLA-B18:01. The binding affinity (normalized) is 0.367. (3) The peptide sequence is SPSGVYQCAM. The MHC is HLA-B53:01 with pseudo-sequence HLA-B53:01. The binding affinity (normalized) is 0.388. (4) The peptide sequence is LEITDVTTL. The MHC is HLA-B45:01 with pseudo-sequence HLA-B45:01. The binding affinity (normalized) is 0.